From a dataset of Catalyst prediction with 721,799 reactions and 888 catalyst types from USPTO. Predict which catalyst facilitates the given reaction. (1) Reactant: [CH3:1][O:2][C:3]1[CH:8]=[C:7]([O:9][CH3:10])[CH:6]=[CH:5][C:4]=1[N+:11]([O-:13])=[O:12].[Br:14]Br.S(=O)(O)[O-].[Na+]. Product: [Br:14][C:6]1[CH:5]=[C:4]([N+:11]([O-:13])=[O:12])[C:3]([O:2][CH3:1])=[CH:8][C:7]=1[O:9][CH3:10]. The catalyst class is: 22. (2) The catalyst class is: 573. Reactant: Br[CH2:2][C:3]([C:5]1[CH:10]=[CH:9][CH:8]=[C:7]([N+:11]([O-:13])=[O:12])[CH:6]=1)=[O:4].[CH3:14][C:15]([O-:17])=[O:16].[Na+].O. Product: [C:15]([O:17][CH2:2][C:3]([C:5]1[CH:10]=[CH:9][CH:8]=[C:7]([N+:11]([O-:13])=[O:12])[CH:6]=1)=[O:4])(=[O:16])[CH3:14]. (3) Reactant: [NH2:1][C:2](=[N:23][OH:24])[C:3]1[CH:8]=[CH:7][N:6]=[C:5]([N:9]2[CH2:14][CH2:13][N:12]([C:15](=[O:22])[CH2:16][CH2:17][C:18]([CH3:21])([CH3:20])[CH3:19])[CH2:11][CH2:10]2)[N:4]=1.[CH:25]1([C:28](Cl)=O)[CH2:27][CH2:26]1. Product: [CH3:19][C:18]([CH3:20])([CH3:21])[CH2:17][CH2:16][C:15]([N:12]1[CH2:13][CH2:14][N:9]([C:5]2[N:4]=[C:3]([C:2]3[N:1]=[C:28]([CH:25]4[CH2:27][CH2:26]4)[O:24][N:23]=3)[CH:8]=[CH:7][N:6]=2)[CH2:10][CH2:11]1)=[O:22]. The catalyst class is: 300. (4) Reactant: C1C2C(COC([NH:18][C@@H:19]([CH:98]([CH3:100])[CH3:99])[C:20]([NH:22][C@@H:23]([CH2:91][CH2:92][CH2:93][NH:94][C:95]([NH2:97])=[O:96])[C:24]([NH:26][C:27]3[CH:32]=[CH:31][C:30]([CH2:33][O:34][C:35](=[O:90])[N:36]([CH3:89])[C@H:37]([CH:86]([CH3:88])[CH3:87])[C:38](=[O:85])[NH:39][C@@H:40]([C@H:81]([CH2:83][CH3:84])[CH3:82])[C:41](=[O:80])[N:42]([CH2:77][CH2:78][CH3:79])[C@@H:43]([CH:74]([CH3:76])[CH3:75])[CH2:44][C@H:45]([C:51]4[S:52][CH:53]=[C:54]([C:56]([NH:58][C@@H:59]([CH2:67][C:68]5[CH:73]=[CH:72][CH:71]=[CH:70][CH:69]=5)[CH2:60][C:61]([CH3:66])([CH3:65])[C:62]([OH:64])=[O:63])=[O:57])[N:55]=4)[O:46][C:47](=[O:50])[NH:48][CH3:49])=[CH:29][CH:28]=3)=[O:25])=[O:21])=O)C3C(=CC=CC=3)C=2C=CC=1.N1CCCCC1. Product: [NH2:18][C@@H:19]([CH:98]([CH3:99])[CH3:100])[C:20]([NH:22][C@@H:23]([CH2:91][CH2:92][CH2:93][NH:94][C:95]([NH2:97])=[O:96])[C:24]([NH:26][C:27]1[CH:32]=[CH:31][C:30]([CH2:33][O:34][C:35](=[O:90])[N:36]([CH3:89])[C@H:37]([CH:86]([CH3:88])[CH3:87])[C:38](=[O:85])[NH:39][C@@H:40]([C@H:81]([CH2:83][CH3:84])[CH3:82])[C:41](=[O:80])[N:42]([CH2:77][CH2:78][CH3:79])[C@@H:43]([CH:74]([CH3:76])[CH3:75])[CH2:44][C@H:45]([C:51]2[S:52][CH:53]=[C:54]([C:56]([NH:58][C@@H:59]([CH2:67][C:68]3[CH:73]=[CH:72][CH:71]=[CH:70][CH:69]=3)[CH2:60][C:61]([CH3:66])([CH3:65])[C:62]([OH:64])=[O:63])=[O:57])[N:55]=2)[O:46][C:47](=[O:50])[NH:48][CH3:49])=[CH:29][CH:28]=1)=[O:25])=[O:21]. The catalyst class is: 3.